Dataset: Full USPTO retrosynthesis dataset with 1.9M reactions from patents (1976-2016). Task: Predict the reactants needed to synthesize the given product. Given the product [N:7]1[N:8]2[C:9]3[CH:14]=[CH:13][CH:12]=[CH:11][C:10]=3[O:15][CH2:16][CH2:17][C:18]2=[N:19][C:2]=1[C:3]([O:5][CH3:6])=[O:4], predict the reactants needed to synthesize it. The reactants are: Cl[C:2](=[N:7][NH:8][C:9]1[CH:14]=[CH:13][CH:12]=[CH:11][C:10]=1[O:15][CH2:16][CH2:17][C:18]#[N:19])[C:3]([O:5][CH3:6])=[O:4].O1CCOCC1.